Dataset: Full USPTO retrosynthesis dataset with 1.9M reactions from patents (1976-2016). Task: Predict the reactants needed to synthesize the given product. (1) Given the product [Cl:35][C:32]1[CH:31]=[CH:30][C:29]([NH:28][C:20]2[N:19]=[C:18]([N:7]3[CH:8]=[CH:9][C:5]([C:4]([F:11])([F:10])[F:3])=[N:6]3)[N:26]=[C:25]3[C:21]=2[N:22]=[CH:23][N:24]3[CH3:27])=[CH:34][CH:33]=1, predict the reactants needed to synthesize it. The reactants are: [H-].[Na+].[F:3][C:4]([F:11])([F:10])[C:5]1[CH:9]=[CH:8][NH:7][N:6]=1.CN(C)C=O.Cl[C:18]1[N:26]=[C:25]2[C:21]([N:22]=[CH:23][N:24]2[CH3:27])=[C:20]([NH:28][C:29]2[CH:34]=[CH:33][C:32]([Cl:35])=[CH:31][CH:30]=2)[N:19]=1. (2) Given the product [CH3:9][NH:8][C:7]1[C:2]([NH2:27])=[N:3][C:4]([C:10]([F:13])([F:12])[F:11])=[CH:5][CH:6]=1, predict the reactants needed to synthesize it. The reactants are: Cl[C:2]1[C:7]([NH:8][CH3:9])=[CH:6][CH:5]=[C:4]([C:10]([F:13])([F:12])[F:11])[N:3]=1.C(CC(=O)C)(=O)C.C(=O)([O-])[O-].[Cs+].[Cs+].[NH3:27].[Cl-].[NH4+]. (3) Given the product [CH3:1][O:2][C:3]([C:5]1[CH:6]=[C:7]([C:14]2[CH:19]=[CH:18][CH:17]=[C:16]([C:20]([F:23])([F:22])[F:21])[CH:15]=2)[C:8]([CH:11]=[O:24])=[CH:9][CH:10]=1)=[O:4], predict the reactants needed to synthesize it. The reactants are: [CH3:1][O:2][C:3]([C:5]1[CH:6]=[C:7]([C:14]2[CH:19]=[CH:18][CH:17]=[C:16]([C:20]([F:23])([F:22])[F:21])[CH:15]=2)[C:8]([CH:11](Br)Br)=[CH:9][CH:10]=1)=[O:4].[OH2:24]. (4) Given the product [F:22][C:23]1[CH:28]=[CH:27][C:26]([O:32][CH3:33])=[C:25]([C:2]2[C:7]([C:8]#[N:9])=[CH:6][N:5]=[C:4]3[N:10]([S:13]([C:16]4[CH:21]=[CH:20][CH:19]=[CH:18][CH:17]=4)(=[O:15])=[O:14])[CH:11]=[CH:12][C:3]=23)[CH:24]=1, predict the reactants needed to synthesize it. The reactants are: Cl[C:2]1[C:7]([C:8]#[N:9])=[CH:6][N:5]=[C:4]2[N:10]([S:13]([C:16]3[CH:21]=[CH:20][CH:19]=[CH:18][CH:17]=3)(=[O:15])=[O:14])[CH:11]=[CH:12][C:3]=12.[F:22][C:23]1[CH:24]=[CH:25][C:26]([O:32][CH3:33])=[C:27](B(O)O)[CH:28]=1.C(=O)([O-])O.[Na+].